From a dataset of Peptide-MHC class I binding affinity with 185,985 pairs from IEDB/IMGT. Regression. Given a peptide amino acid sequence and an MHC pseudo amino acid sequence, predict their binding affinity value. This is MHC class I binding data. The peptide sequence is VLSDLCNFL. The MHC is HLA-A25:01 with pseudo-sequence HLA-A25:01. The binding affinity (normalized) is 0.0847.